Task: Predict the product of the given reaction.. Dataset: Forward reaction prediction with 1.9M reactions from USPTO patents (1976-2016) (1) Given the reactants [CH3:1][S:2]([C:5]1[CH:10]=[CH:9][C:8]([C:11]2[CH:16]=[CH:15][C:14]([O:17][CH2:18][CH:19]3[CH2:24][CH2:23][N:22]([C:25]#[N:26])[CH2:21][CH2:20]3)=[CH:13][CH:12]=2)=[CH:7][CH:6]=1)(=[O:4])=[O:3].Cl.[NH2:28][OH:29], predict the reaction product. The product is: [OH:29][NH:28][C:25]([N:22]1[CH2:21][CH2:20][CH:19]([CH2:18][O:17][C:14]2[CH:15]=[CH:16][C:11]([C:8]3[CH:9]=[CH:10][C:5]([S:2]([CH3:1])(=[O:3])=[O:4])=[CH:6][CH:7]=3)=[CH:12][CH:13]=2)[CH2:24][CH2:23]1)=[NH:26]. (2) The product is: [F:1][C:2]1[CH:3]=[C:4]([CH:20]=[C:21]([F:23])[CH:22]=1)[O:5][C:6]1[CH:7]=[C:8]([CH:11]=[C:12]([O:14][CH:15]([CH3:19])[CH2:16][O:17][CH3:18])[CH:13]=1)[C:9]([OH:28])=[O:27]. Given the reactants [F:1][C:2]1[CH:3]=[C:4]([CH:20]=[C:21]([F:23])[CH:22]=1)[O:5][C:6]1[CH:7]=[C:8]([CH:11]=[C:12]([O:14][CH:15]([CH3:19])[CH2:16][O:17][CH3:18])[CH:13]=1)[C:9]#N.C(O)C.[OH2:27].[OH-:28].[Na+], predict the reaction product.